From a dataset of Reaction yield outcomes from USPTO patents with 853,638 reactions. Predict the reaction yield, written as a fraction of the theoretical maximum amount of product (1.0 means a 100% yield; for example, 0.34 means a 34% yield). The reactants are [CH2:1]([N:4]([C:12]1[CH:17]=[CH:16][C:15]([F:18])=[CH:14][CH:13]=1)[C:5](=[O:11])[CH2:6][C:7]([O:9][CH3:10])=[O:8])[CH:2]=[CH2:3]. The catalyst is C(O)(=O)C.O.O.C([O-])(=O)C.[Mn+3].C([O-])(=O)C.C([O-])(=O)C.O.C([O-])(=O)C.[Cu+2].C([O-])(=O)C. The product is [F:18][C:15]1[CH:16]=[CH:17][C:12]([N:4]2[CH2:1][CH:2]3[C:6]([C:7]([O:9][CH3:10])=[O:8])([CH2:3]3)[C:5]2=[O:11])=[CH:13][CH:14]=1. The yield is 0.120.